Task: Predict the reaction yield, written as a fraction of the theoretical maximum amount of product (1.0 means a 100% yield; for example, 0.34 means a 34% yield).. Dataset: Reaction yield outcomes from USPTO patents with 853,638 reactions (1) The reactants are [Cl:1][C:2]1[CH:7]=[CH:6][C:5]([S:8]([N:11]([C@H:19]([CH2:23][CH:24]([CH3:26])[CH3:25])[C:20]([NH2:22])=[O:21])[CH2:12][CH:13]2[CH2:18][CH2:17][NH:16][CH2:15][CH2:14]2)(=[O:10])=[O:9])=[CH:4][CH:3]=1.CCN(CC)CC.Cl.[C:35](Cl)(=[O:42])[C:36]1[CH:41]=[CH:40][N:39]=[CH:38][CH:37]=1.C([O-])(O)=O.[Na+]. The catalyst is C(Cl)Cl.CCOC(C)=O. The product is [Cl:1][C:2]1[CH:7]=[CH:6][C:5]([S:8]([N:11]([C@H:19]([CH2:23][CH:24]([CH3:26])[CH3:25])[C:20]([NH2:22])=[O:21])[CH2:12][CH:13]2[CH2:14][CH2:15][N:16]([C:35]([C:36]3[CH:41]=[CH:40][N:39]=[CH:38][CH:37]=3)=[O:42])[CH2:17][CH2:18]2)(=[O:9])=[O:10])=[CH:4][CH:3]=1. The yield is 0.300. (2) The reactants are [F:1][C:2]1[CH:3]=[CH:4][C:5]([C:8]2[C:12]([CH2:13]O)=[C:11]([CH3:15])[O:10][N:9]=2)=[N:6][CH:7]=1.S(Cl)([Cl:18])=O. The catalyst is C(Cl)Cl. The product is [Cl:18][CH2:13][C:12]1[C:8]([C:5]2[CH:4]=[CH:3][C:2]([F:1])=[CH:7][N:6]=2)=[N:9][O:10][C:11]=1[CH3:15]. The yield is 0.980. (3) The reactants are [S:1]1[CH:5]=[CH:4][N:3]=[C:2]1[C:6]1[CH:7]=[C:8]2[C:12](=[CH:13][CH:14]=1)[CH:11](O)[CH2:10][CH2:9]2.Cl. The catalyst is O1CCCC1.O. The product is [CH2:9]1[C:8]2[C:12](=[CH:13][CH:14]=[C:6]([C:2]3[S:1][CH:5]=[CH:4][N:3]=3)[CH:7]=2)[CH:11]=[CH:10]1. The yield is 0.460. (4) The yield is 0.940. The product is [OH:1][C:2]1[CH:3]=[C:4]([CH:8]=[CH:9][C:10]=1[CH3:11])[C:5]([O:7][CH3:17])=[O:6]. The reactants are [OH:1][C:2]1[CH:3]=[C:4]([CH:8]=[CH:9][C:10]=1[CH3:11])[C:5]([OH:7])=[O:6].S(=O)(=O)(O)O.[CH3:17]O. No catalyst specified. (5) The product is [Br:15][C:16]1[O:20][C:19]([CH2:21][N:24]([CH3:25])[CH3:23])=[CH:18][CH:17]=1. The reactants are C(O[BH-](OC(=O)C)OC(=O)C)(=O)C.[Na+].[Br:15][C:16]1[O:20][C:19]([CH:21]=O)=[CH:18][CH:17]=1.[CH3:23][NH:24][CH3:25].CC(O)=O. The catalyst is ClCCCl. The yield is 0.970. (6) The reactants are [C:1]([O:5][CH2:6][CH2:7][CH2:8][CH2:9][CH2:10][CH2:11][O:12][C:13]1[CH:36]=[CH:35][C:16]([C:17]([O:19][C:20]2[CH:34]=[CH:33][C:23]([CH:24]=[CH:25][C:26]([O:28]COCC)=[O:27])=[CH:22][CH:21]=2)=[O:18])=[CH:15][CH:14]=1)(=[O:4])[CH:2]=[CH2:3].C1(C)C=CC(S([O-])(=O)=O)=CC=1.[NH+]1C=CC=CC=1.COC1C=CC(O)=CC=1. The catalyst is C(O)C. The product is [C:1]([O:5][CH2:6][CH2:7][CH2:8][CH2:9][CH2:10][CH2:11][O:12][C:13]1[CH:36]=[CH:35][C:16]([C:17]([O:19][C:20]2[CH:34]=[CH:33][C:23]([CH:24]=[CH:25][C:26]([OH:28])=[O:27])=[CH:22][CH:21]=2)=[O:18])=[CH:15][CH:14]=1)(=[O:4])[CH:2]=[CH2:3]. The yield is 0.970. (7) The reactants are [NH2:1][C@@H:2]([CH2:23][CH:24]([CH3:26])[CH3:25])[CH2:3][O:4][C:5]1[C:6]([I:22])=[CH:7][C:8]2[C:17]3[C:12](=[C:13]([CH3:18])[N:14]=[CH:15][CH:16]=3)[C:11](=[O:19])[N:10]([CH3:20])[C:9]=2[CH:21]=1.C(N(C(C)C)C(C)C)C.[C:36]1(=O)[C:44]2[C:39](=[CH:40][CH:41]=[CH:42][CH:43]=2)[C:38](=[O:45])[O:37]1. The catalyst is O1CCOCC1.CCOC(C)=O.C(Cl)Cl. The product is [I:22][C:6]1[C:5]([O:4][CH2:3][C@@H:2]([N:1]2[C:36](=[O:37])[C:44]3[C:39](=[CH:40][CH:41]=[CH:42][CH:43]=3)[C:38]2=[O:45])[CH2:23][CH:24]([CH3:26])[CH3:25])=[CH:21][C:9]2[N:10]([CH3:20])[C:11](=[O:19])[C:12]3[C:17]([C:8]=2[CH:7]=1)=[CH:16][CH:15]=[N:14][C:13]=3[CH3:18]. The yield is 0.600.